Dataset: Reaction yield outcomes from USPTO patents with 853,638 reactions. Task: Predict the reaction yield, written as a fraction of the theoretical maximum amount of product (1.0 means a 100% yield; for example, 0.34 means a 34% yield). (1) The reactants are [CH3:1][C:2]1[CH:10]=[CH:9][C:8]([C@H:11]2[CH2:16][CH2:15][CH2:14][N:13]([C:17]([C:19]3[S:23][C:22]([C:24]4[CH:29]=[CH:28][C:27]([C:30]([F:33])([F:32])[F:31])=[CH:26][CH:25]=4)=[N:21][C:20]=3[CH3:34])=[O:18])[CH2:12]2)=[CH:7][C:3]=1[C:4]([OH:6])=O.C(Cl)(=O)C(Cl)=O.C[N:42](C)C=O.N. The catalyst is C(Cl)Cl.C(OCC)C.C1COCC1. The product is [CH3:1][C:2]1[CH:10]=[CH:9][C:8]([CH:11]2[CH2:16][CH2:15][CH2:14][N:13]([C:17]([C:19]3[S:23][C:22]([C:24]4[CH:29]=[CH:28][C:27]([C:30]([F:33])([F:31])[F:32])=[CH:26][CH:25]=4)=[N:21][C:20]=3[CH3:34])=[O:18])[CH2:12]2)=[CH:7][C:3]=1[C:4]([NH2:42])=[O:6]. The yield is 0.720. (2) The reactants are Br[C:2]1[CH:3]=[N:4][CH:5]=[C:6]([Br:9])[C:7]=1[CH3:8].C[Si](C)(C)[C:12]#[C:13][CH3:14].[F-].C([N+](CCCC)(CCCC)CCCC)CCC. The catalyst is C1(C)C=CC=CC=1.[Cu]I.C1C=CC([P]([Pd]([P](C2C=CC=CC=2)(C2C=CC=CC=2)C2C=CC=CC=2)([P](C2C=CC=CC=2)(C2C=CC=CC=2)C2C=CC=CC=2)[P](C2C=CC=CC=2)(C2C=CC=CC=2)C2C=CC=CC=2)(C2C=CC=CC=2)C2C=CC=CC=2)=CC=1. The product is [Br:9][C:6]1[CH:5]=[N:4][CH:3]=[C:2]([C:12]#[C:13][CH3:14])[C:7]=1[CH3:8]. The yield is 0.160. (3) The reactants are Cl[C:2]1[C:7]([Br:8])=[CH:6][N:5]=[CH:4][N:3]=1.[SH:9][CH2:10][C:11]([O:13][CH3:14])=[O:12].C(=O)([O-])[O-].[Na+].[Na+]. The catalyst is CN(C=O)C. The product is [Br:8][C:7]1[C:2]([S:9][CH2:10][C:11]([O:13][CH3:14])=[O:12])=[N:3][CH:4]=[N:5][CH:6]=1. The yield is 0.840. (4) The reactants are [CH3:1][O:2][C:3](=[O:33])[CH2:4][C@H:5]1[C:9]2[CH:10]=[CH:11][C:12]([O:14][C@H:15]3[C:23]4[C:18](=[C:19](B5OC(C)(C)C(C)(C)O5)[CH:20]=[CH:21][CH:22]=4)[CH2:17][CH2:16]3)=[CH:13][C:8]=2[O:7][CH2:6]1.Br[C:35]1[CH:40]=[C:39]([O:41][CH3:42])[CH:38]=[CH:37][C:36]=1[CH3:43].O. The catalyst is [Br-].C([N+](CCCC)(CCCC)CCCC)CCC.C1(C)C=CC=CC=1. The product is [CH3:1][O:2][C:3](=[O:33])[CH2:4][C@H:5]1[C:9]2[CH:10]=[CH:11][C:12]([O:14][C@H:15]3[C:23]4[C:18](=[C:19]([C:35]5[CH:40]=[C:39]([O:41][CH3:42])[CH:38]=[CH:37][C:36]=5[CH3:43])[CH:20]=[CH:21][CH:22]=4)[CH2:17][CH2:16]3)=[CH:13][C:8]=2[O:7][CH2:6]1. The yield is 0.730.